This data is from Forward reaction prediction with 1.9M reactions from USPTO patents (1976-2016). The task is: Predict the product of the given reaction. (1) Given the reactants [Cl:1][C:2]1[CH:7]=[CH:6][C:5]([C:8]2([NH:11][C:12]3[N:17]=[C:16]([O:18][CH2:19][C:20]([F:23])([F:22])[F:21])[N:15]=[C:14]([NH:24][C:25]4[CH:33]=[CH:32][C:28]([C:29]([OH:31])=O)=[CH:27][CH:26]=4)[N:13]=3)[CH2:10][CH2:9]2)=[CH:4][CH:3]=1.CN(C(ON1N=NC2C=CC=CC1=2)=[N+](C)C)C.[B-](F)(F)(F)F.NC[CH2:58][N:59]=[C:60]([NH:69][C:70](OC(C)(C)C)=O)[NH:61]C(OC(C)(C)C)=O.CCN(C(C)C)C(C)C, predict the reaction product. The product is: [Cl:1][C:2]1[CH:3]=[CH:4][C:5]([C:8]2([NH:11][C:12]3[N:17]=[C:16]([O:18][CH2:19][C:20]([F:21])([F:23])[F:22])[N:15]=[C:14]([NH:24][C:25]4[CH:26]=[CH:27][C:28]([C:29]([N:59]5[CH2:58][CH2:70][NH:69][C:60]5=[NH:61])=[O:31])=[CH:32][CH:33]=4)[N:13]=3)[CH2:10][CH2:9]2)=[CH:6][CH:7]=1. (2) Given the reactants Br[C:2]1[CH:7]=[CH:6][N:5]2[C:8]3[CH:14]=[CH:13][CH:12]=[CH:11][C:9]=3[N:10]=[C:4]2[N:3]=1.[C:15]([C:17]1[CH:22]=[CH:21][C:20](B(O)O)=[CH:19][C:18]=1[F:26])#[N:16], predict the reaction product. The product is: [N:3]1[C:4]2[N:5]([C:8]3[CH:14]=[CH:13][CH:12]=[CH:11][C:9]=3[N:10]=2)[CH:6]=[CH:7][C:2]=1[C:21]1[CH:20]=[CH:19][C:18]([F:26])=[C:17]([CH:22]=1)[C:15]#[N:16].[N:3]1[C:4]2[N:5]([C:8]3[CH:14]=[CH:13][CH:12]=[CH:11][C:9]=3[N:10]=2)[CH:6]=[CH:7][C:2]=1[C:20]1[CH:21]=[CH:22][C:17]([C:15]#[N:16])=[C:18]([F:26])[CH:19]=1. (3) Given the reactants [NH2:1][C:2]1[N:3]=[C:4](Cl)[C:5]2[CH:10]=[CH:9][N:8]([CH:11]3[O:17][C@H:16]([CH2:18][OH:19])[C@@H:14]([OH:15])[C@@:12]3([CH3:20])[OH:13])[C:6]=2[N:7]=1, predict the reaction product. The product is: [NH2:1][C:2]1[N:3]=[CH:4][C:5]2[CH:10]=[CH:9][N:8]([C@@H:11]3[O:17][C@H:16]([CH2:18][OH:19])[C@@H:14]([OH:15])[C@@:12]3([CH3:20])[OH:13])[C:6]=2[N:7]=1. (4) Given the reactants [O-]P([O-])([O-])=O.[K+].[K+].[K+].O[CH:10](S([O-])(=O)=O)[CH2:11][CH2:12][C:13]1[CH:18]=[CH:17][C:16]([C:19]2[CH:24]=[CH:23][CH:22]=[CH:21][CH:20]=2)=[C:15]([CH3:25])[CH:14]=1.[Na+].[C:31]([O:35][C:36](=[O:50])[CH2:37][CH:38](P(OCC)(OCC)=O)[C:39]([OH:41])=[O:40])([CH3:34])([CH3:33])[CH3:32].CC(C)([O-])C.[Na+].C(O)(=O)CC(CC(O)=O)(C(O)=O)O.[C:70]12([NH2:80])[CH2:79][CH:74]3[CH2:75][CH:76]([CH2:78][CH:72]([CH2:73]3)[CH2:71]1)[CH2:77]2, predict the reaction product. The product is: [C:70]12([NH2:80])[CH2:77][CH:76]3[CH2:75][CH:74]([CH2:73][CH:72]([CH2:78]3)[CH2:71]1)[CH2:79]2.[C:31]([O:35][C:36](=[O:50])[CH2:37]/[C:38](=[CH:10]\[CH2:11][CH2:12][C:13]1[CH:18]=[CH:17][C:16]([C:19]2[CH:24]=[CH:23][CH:22]=[CH:21][CH:20]=2)=[C:15]([CH3:25])[CH:14]=1)/[C:39]([OH:41])=[O:40])([CH3:34])([CH3:32])[CH3:33]. (5) Given the reactants [CH3:1][C:2]([CH3:4])=O.[CH3:5][C:6]1[CH:11]=[CH:10][C:9]([C:12]([N:14]2[CH2:19][CH2:18][CH:17]([C:20]3[CH:25]=[CH:24][C:23]([C:26]4[CH:27]=[N:28][N:29]([CH3:31])[CH:30]=4)=[CH:22][CH:21]=3)[CH2:16][CH2:15]2)=[O:13])=[CH:8][C:7]=1[NH:32][C:33]([CH:35]1[CH2:40][CH2:39][NH:38][CH2:37][CH2:36]1)=[O:34].C(O[BH-](OC(=O)C)OC(=O)C)(=O)C.[Na+].[OH-].[Na+], predict the reaction product. The product is: [CH:2]([N:38]1[CH2:37][CH2:36][CH:35]([C:33]([NH:32][C:7]2[CH:8]=[C:9]([C:12]([N:14]3[CH2:19][CH2:18][CH:17]([C:20]4[CH:21]=[CH:22][C:23]([C:26]5[CH:27]=[N:28][N:29]([CH3:31])[CH:30]=5)=[CH:24][CH:25]=4)[CH2:16][CH2:15]3)=[O:13])[CH:10]=[CH:11][C:6]=2[CH3:5])=[O:34])[CH2:40][CH2:39]1)([CH3:4])[CH3:1]. (6) Given the reactants C(O[C:4](=[O:10])[C:5]([O:7][CH2:8][CH3:9])=[O:6])C.CC([O-])(C)C.[K+].[O:17]1[CH:21]=[CH:20][CH:19]=[C:18]1[C:22](=[O:24])[CH3:23].Cl, predict the reaction product. The product is: [CH2:8]([O:7][C:5](=[O:6])[C:4](=[O:10])[CH2:23][C:22]([C:18]1[O:17][CH:21]=[CH:20][CH:19]=1)=[O:24])[CH3:9]. (7) Given the reactants Cl.[NH2:2][C:3]1[S:4][C:5]([Cl:8])=[CH:6][N:7]=1.N1CCCCC1.[CH3:15][O:16][C:17]1[CH:24]=[C:23]([O:25][CH3:26])[CH:22]=[CH:21][C:18]=1[CH:19]=O.[BH4-].[Na+], predict the reaction product. The product is: [Cl:8][C:5]1[S:4][C:3]([NH:2][CH2:19][C:18]2[CH:21]=[CH:22][C:23]([O:25][CH3:26])=[CH:24][C:17]=2[O:16][CH3:15])=[N:7][CH:6]=1.